Dataset: Full USPTO retrosynthesis dataset with 1.9M reactions from patents (1976-2016). Task: Predict the reactants needed to synthesize the given product. (1) The reactants are: [CH:1]1([C:4]([C:6](=[CH:12]N(C)C)[C:7]([O:9][CH2:10][CH3:11])=[O:8])=O)[CH2:3][CH2:2]1.S(O)(O)(=O)=O.[CH3:21][S:22][C:23](=[NH:25])[NH2:24].C([O-])(=O)C.[Na+].O. Given the product [CH:1]1([C:4]2[C:6]([C:7]([O:9][CH2:10][CH3:11])=[O:8])=[CH:12][N:24]=[C:23]([S:22][CH3:21])[N:25]=2)[CH2:3][CH2:2]1, predict the reactants needed to synthesize it. (2) Given the product [ClH:39].[OH:6][C:7]1[CH:8]=[C:9]2[C:14](=[CH:15][C:16]=1[C:17]1[N:18]=[N:19][C:20]([N:23]([CH3:34])[CH:24]3[CH2:25][C:26]([CH3:32])([CH3:33])[NH:27][C:28]([CH3:30])([CH3:31])[CH2:29]3)=[CH:21][CH:22]=1)[N:13]([CH3:35])[CH:12]=[CH:11][C:10]2=[O:36], predict the reactants needed to synthesize it. The reactants are: B(Br)(Br)Br.C[O:6][C:7]1[CH:8]=[C:9]2[C:14](=[CH:15][C:16]=1[C:17]1[N:18]=[N:19][C:20]([N:23]([CH3:34])[CH:24]3[CH2:29][C:28]([CH3:31])([CH3:30])[NH:27][C:26]([CH3:33])([CH3:32])[CH2:25]3)=[CH:21][CH:22]=1)[N:13]([CH3:35])[CH:12]=[CH:11][C:10]2=[O:36].CO.[ClH:39]. (3) Given the product [Cl:25][C:14]1[C:15]2[C:7]([C:1]3[CH:6]=[CH:5][CH:4]=[CH:3][CH:2]=3)=[C:8]([C:17]3[CH:22]=[CH:21][CH:20]=[CH:19][CH:18]=3)[O:9][C:10]=2[N:11]=[CH:12][N:13]=1, predict the reactants needed to synthesize it. The reactants are: [C:1]1([C:7]2[C:15]3[C:14](=O)[NH:13][CH:12]=[N:11][C:10]=3[O:9][C:8]=2[C:17]2[CH:22]=[CH:21][CH:20]=[CH:19][CH:18]=2)[CH:6]=[CH:5][CH:4]=[CH:3][CH:2]=1.P(Cl)(Cl)([Cl:25])=O. (4) The reactants are: C([N:8]1[CH2:13][CH2:12][N:11]([C:14]2[CH:22]=[CH:21][CH:20]=[C:19]3[C:15]=2[CH:16]=[CH:17][NH:18]3)[CH2:10][CH2:9]1)(OC(C)(C)C)=O.[C:23]1([S:33]([Cl:36])(=[O:35])=[O:34])[C:32]2[C:27](=[CH:28][CH:29]=[CH:30][CH:31]=2)[CH:26]=[CH:25][CH:24]=1. Given the product [ClH:36].[C:23]1([S:33]([N:18]2[C:19]3[C:15](=[C:14]([N:11]4[CH2:10][CH2:9][NH:8][CH2:13][CH2:12]4)[CH:22]=[CH:21][CH:20]=3)[CH:16]=[CH:17]2)(=[O:35])=[O:34])[C:32]2[C:27](=[CH:28][CH:29]=[CH:30][CH:31]=2)[CH:26]=[CH:25][CH:24]=1, predict the reactants needed to synthesize it. (5) Given the product [Br:8][C:3]1[C:4]([CH3:7])=[N:5][O:6][C:2]=1[NH:1][S:21]([C:19]1[S:20][C:16]([CH2:9][C:10]2[CH:11]=[CH:12][CH:13]=[CH:14][CH:15]=2)=[CH:17][CH:18]=1)(=[O:22])=[O:23], predict the reactants needed to synthesize it. The reactants are: [NH2:1][C:2]1[O:6][N:5]=[C:4]([CH3:7])[C:3]=1[Br:8].[CH2:9]([C:16]1[S:20][C:19]([S:21](Cl)(=[O:23])=[O:22])=[CH:18][CH:17]=1)[C:10]1[CH:15]=[CH:14][CH:13]=[CH:12][CH:11]=1. (6) The reactants are: [CH3:1][N:2]1[C:10]2[C:5](=[CH:6][C:7]([O:11][CH2:12][CH2:13]OS(C3C=CC(C)=CC=3)(=O)=O)=[CH:8][CH:9]=2)[C:4]([S:25]([C:28]2[C:37]3[C:32](=[CH:33][CH:34]=[CH:35][CH:36]=3)[CH:31]=[CH:30][CH:29]=2)(=[O:27])=[O:26])=[N:3]1.[CH2:38]([NH2:40])[CH3:39]. Given the product [CH2:38]([NH:40][CH2:13][CH2:12][O:11][C:7]1[CH:6]=[C:5]2[C:10](=[CH:9][CH:8]=1)[N:2]([CH3:1])[N:3]=[C:4]2[S:25]([C:28]1[C:37]2[C:32](=[CH:33][CH:34]=[CH:35][CH:36]=2)[CH:31]=[CH:30][CH:29]=1)(=[O:26])=[O:27])[CH3:39], predict the reactants needed to synthesize it. (7) Given the product [NH2:1][C:2]1[C:11]2[CH:10]=[CH:9][CH:8]=[C:7]([C:26]3[CH:27]=[C:22]([O:21][CH3:20])[CH:23]=[CH:24][C:25]=3[O:28][CH3:29])[C:6]=2[N:5]=[C:4]2[CH2:13][N:14]([CH:17]3[CH2:19][CH2:18]3)[C:15](=[O:16])[C:3]=12, predict the reactants needed to synthesize it. The reactants are: [NH2:1][C:2]1[C:11]2[CH:10]=[CH:9][CH:8]=[C:7](Br)[C:6]=2[N:5]=[C:4]2[CH2:13][N:14]([CH:17]3[CH2:19][CH2:18]3)[C:15](=[O:16])[C:3]=12.[CH3:20][O:21][C:22]1[CH:27]=[CH:26][C:25]([O:28][CH3:29])=[CH:24][C:23]=1B(O)O. (8) Given the product [BrH:19].[Cl:1][C:2]1[CH:3]=[CH:4][C:5]([C:8]2[N:9]([CH2:18][CH2:17][O:16][CH3:15])[C:10](=[NH:14])[S:11][C:12]=2[CH3:13])=[CH:6][CH:7]=1, predict the reactants needed to synthesize it. The reactants are: [Cl:1][C:2]1[CH:7]=[CH:6][C:5]([C:8]2[N:9]=[C:10]([NH2:14])[S:11][C:12]=2[CH3:13])=[CH:4][CH:3]=1.[CH3:15][O:16][CH2:17][CH2:18][Br:19].